This data is from Forward reaction prediction with 1.9M reactions from USPTO patents (1976-2016). The task is: Predict the product of the given reaction. (1) Given the reactants [Li]CCCC.Br[C:7]1[CH:12]=[CH:11][C:10]([Br:13])=[CH:9][CH:8]=1.[Si]([O:21][CH2:22][C@@H:23](/[N:28]=[CH:29]/[C:30]([F:33])([F:32])[F:31])[CH2:24][CH:25]([CH3:27])[CH3:26])(C(C)(C)C)(C)C.[Cl-].[NH4+].[F-].C([NH3+])(C)(C)C, predict the reaction product. The product is: [Br:13][C:10]1[CH:11]=[CH:12][C:7]([C@H:29]([NH:28][C@@H:23]([CH2:24][CH:25]([CH3:27])[CH3:26])[CH2:22][OH:21])[C:30]([F:32])([F:31])[F:33])=[CH:8][CH:9]=1. (2) Given the reactants [C:1]([O:5][CH2:6][CH:7]([CH2:12][CH3:13])[CH2:8][CH2:9][CH2:10][CH3:11])(=[O:4])[CH:2]=[CH2:3].[C:14]([OH:18])(=[O:17])[CH:15]=[CH2:16], predict the reaction product. The product is: [C:1]([O:5][CH2:6][CH:7]([CH2:12][CH3:13])[CH2:8][CH2:9][CH2:10][CH3:11])(=[O:4])[CH:2]=[CH2:3].[C:14]([O:18][C:7]([CH3:12])([CH3:8])[CH3:6])(=[O:17])[CH:15]=[CH2:16].